This data is from Experimental lipophilicity measurements (octanol/water distribution) for 4,200 compounds from AstraZeneca. The task is: Regression/Classification. Given a drug SMILES string, predict its absorption, distribution, metabolism, or excretion properties. Task type varies by dataset: regression for continuous measurements (e.g., permeability, clearance, half-life) or binary classification for categorical outcomes (e.g., BBB penetration, CYP inhibition). For this dataset (lipophilicity_astrazeneca), we predict Y. (1) The compound is Nc1nnc(CCSCCc2nnc(NC(=O)Cc3ccccc3)s2)s1. The Y is 2.00 logD. (2) The drug is CCN(C(=O)NCc1ccc(S(C)(=O)=O)cc1)C1CCN(CCC(c2ccccc2)c2ccccc2)CC1. The Y is 2.86 logD. (3) The compound is Nc1sc2c(c1C(=O)NCc1ccccc1)CCCC2. The Y is 3.52 logD. (4) The molecule is CCN(CCO)CCCC(C)Nc1ccnc2cc(Cl)ccc12. The Y is 0.770 logD. (5) The drug is CCC(c1nc2ccsc2c(=O)n1Cc1ccccc1)N(CCCN)C(=O)c1ccc(OC)cc1. The Y is 1.39 logD.